Dataset: Forward reaction prediction with 1.9M reactions from USPTO patents (1976-2016). Task: Predict the product of the given reaction. (1) Given the reactants C(OC([N:8]([CH3:59])[C@H:9]([C:13]([NH:15][C@H:16]([C:20]([N:22]([C@@H:24]([C@@H:55]([CH3:58])[CH2:56][CH3:57])[C@H:25]([O:53][CH3:54])[CH2:26][C:27]([N:29]1[CH2:33][CH2:32][CH2:31][C@H:30]1[C@H:34]([O:51][CH3:52])[C@@H:35]([CH3:50])[C:36]([NH:38][C@H:39]([C:47]([OH:49])=O)[CH2:40][C:41]1[CH:46]=[CH:45][CH:44]=[CH:43][CH:42]=1)=[O:37])=[O:28])[CH3:23])=[O:21])[CH:17]([CH3:19])[CH3:18])=[O:14])C(C)C)=O)(C)(C)C.[NH:60]1[CH2:65][CH2:64][O:63][CH2:62][CH2:61]1.[CH:66]1[CH:67]=CC2N(O)N=NC=2[CH:71]=1.FC(F)(F)C(O)=O.O=[CH:84][CH2:85][CH2:86][C:87]([OH:89])=[O:88].C([BH3-])#N.[Na+], predict the reaction product. The product is: [C:87]([CH2:86][CH2:85][CH2:84][N:8]([CH3:59])[C@H:9]([C:13]([NH:15][C@H:16]([C:20]([N:22]([C@@H:24]([C@@H:55]([CH3:58])[CH2:56][CH3:57])[C@H:25]([O:53][CH3:54])[CH2:26][C:27]([N:29]1[CH2:33][CH2:32][CH2:31][C@H:30]1[C@H:34]([O:51][CH3:52])[C@@H:35]([CH3:50])[C:36]([NH:38][C@@H:39]([CH2:40][C:41]1[CH:46]=[CH:45][CH:44]=[CH:43][CH:42]=1)[C:47]([N:60]1[CH2:65][CH2:64][O:63][CH2:62][CH2:61]1)=[O:49])=[O:37])=[O:28])[CH3:23])=[O:21])[CH:17]([CH3:19])[CH3:18])=[O:14])[CH:66]([CH3:67])[CH3:71])([OH:89])=[O:88]. (2) Given the reactants [H-].[H-].[H-].[H-].[Li+].[Al+3].[CH2:7]([C:9]([C:14]1[C:18]2[CH:19]=[CH:20][CH:21]=[C:22]([O:23][CH3:24])[C:17]=2[O:16][CH:15]=1)(C)[C:10]([O-])=[O:11])C, predict the reaction product. The product is: [CH3:24][O:23][C:22]1[C:17]2[O:16][CH:15]=[C:14]([CH:9]([CH3:7])[CH2:10][OH:11])[C:18]=2[CH:19]=[CH:20][CH:21]=1. (3) Given the reactants C(=O)([O-])[O-].[Cs+].[Cs+].Br[C:8]1[CH:13]=[CH:12][C:11]([CH3:14])=[C:10]([F:15])[CH:9]=1.[CH3:16][O:17][C:18]1[CH:19]=[C:20](B(O)O)[CH:21]=[CH:22][CH:23]=1, predict the reaction product. The product is: [F:15][C:10]1[CH:9]=[C:8]([C:22]2[CH:21]=[CH:20][CH:19]=[C:18]([O:17][CH3:16])[CH:23]=2)[CH:13]=[CH:12][C:11]=1[CH3:14]. (4) Given the reactants [CH:1]1([C:4]2[O:5][CH:6]=[C:7]([C:9](N(OC)C)=[O:10])[N:8]=2)[CH2:3][CH2:2]1.[H-].C([Al+]CC(C)C)C(C)C, predict the reaction product. The product is: [CH:1]1([C:4]2[O:5][CH:6]=[C:7]([CH:9]=[O:10])[N:8]=2)[CH2:3][CH2:2]1. (5) Given the reactants [F:1][C:2]1[CH:3]=[C:4]([CH2:9][C@H:10]([NH:47]C(=O)OC(C)(C)C)[C:11](=[O:46])[NH:12][C@H:13]2[CH2:38][O:37][C:36](=[O:39])[C@H:35]3[N:31]([CH2:32][C@H:33]([CH3:40])[CH2:34]3)[C:30](=[O:41])[C@H:29]([CH3:42])[NH:28][C:27](=[O:43])[C@H:26]3[N:21]([CH2:22][CH2:23][CH2:24][CH2:25]3)[C:20](=[O:44])[C@H:19]3[N:15]([CH2:16][CH2:17][CH2:18]3)[C:14]2=[O:45])[CH:5]=[C:6]([F:8])[CH:7]=1.ClCCl.[F:58][C:59]([F:64])([F:63])[C:60]([OH:62])=[O:61], predict the reaction product. The product is: [F:58][C:59]([F:64])([F:63])[C:60]([O-:62])=[O:61].[F:8][C:6]1[CH:5]=[C:4]([CH2:9][C@H:10]([NH3+:47])[C:11](=[O:46])[NH:12][C@H:13]2[CH2:38][O:37][C:36](=[O:39])[C@H:35]3[N:31]([CH2:32][C@H:33]([CH3:40])[CH2:34]3)[C:30](=[O:41])[C@H:29]([CH3:42])[NH:28][C:27](=[O:43])[C@H:26]3[N:21]([CH2:22][CH2:23][CH2:24][CH2:25]3)[C:20](=[O:44])[C@H:19]3[N:15]([CH2:16][CH2:17][CH2:18]3)[C:14]2=[O:45])[CH:3]=[C:2]([F:1])[CH:7]=1. (6) Given the reactants [Cl:1][C:2]1[C:7]([F:8])=[CH:6][C:5]([C@H:9]2[CH2:14][C@H:13]([C:15](=[O:22])[CH2:16][C:17](OCC)=[O:18])[CH2:12][CH2:11][N:10]2[C:23]([O:25][CH3:26])=[O:24])=[CH:4][C:3]=1[F:27].[OH-].[Na+].[NH2:30]O.Cl, predict the reaction product. The product is: [Cl:1][C:2]1[C:7]([F:8])=[CH:6][C:5]([C@H:9]2[CH2:14][C@H:13]([C:15]3[O:22][NH:30][C:17](=[O:18])[CH:16]=3)[CH2:12][CH2:11][N:10]2[C:23]([O:25][CH3:26])=[O:24])=[CH:4][C:3]=1[F:27]. (7) Given the reactants [C:1]([C:5]1[CH:6]=[C:7]([CH2:22][OH:23])[C:8]([O:20][CH3:21])=[C:9]([NH:11][C:12](=[O:19])OCC(Cl)(Cl)Cl)[CH:10]=1)([CH3:4])([CH3:3])[CH3:2].[NH2:24][C@@H:25]1[CH2:33][C:32]2[C:27](=[CH:28][CH:29]=[CH:30][CH:31]=2)[C@@H:26]1[OH:34].C(O)(=O)[C@@H]([C@H](C(O)=O)O)O.C(N(CC)C(C)C)(C)C, predict the reaction product. The product is: [C:1]([C:5]1[CH:6]=[C:7]([CH2:22][OH:23])[C:8]([O:20][CH3:21])=[C:9]([NH:11][C:12]([NH:24][C@@H:25]2[CH2:33][C:32]3[C:27](=[CH:28][CH:29]=[CH:30][CH:31]=3)[C@@H:26]2[OH:34])=[O:19])[CH:10]=1)([CH3:2])([CH3:3])[CH3:4]. (8) Given the reactants Br[C:2]1[CH:7]=[CH:6][C:5]([Cl:8])=[C:4]([Cl:9])[CH:3]=1.[CH3:10][C@H:11]1[CH2:16][NH:15][CH2:14][C@@H:13]([CH3:17])[N:12]1[CH2:18][CH2:19][CH3:20].Cl, predict the reaction product. The product is: [Cl:9][C:4]1[CH:3]=[C:2]([N:15]2[CH2:14][C@@H:13]([CH3:17])[N:12]([CH2:18][CH2:19][CH3:20])[C@@H:11]([CH3:10])[CH2:16]2)[CH:7]=[CH:6][C:5]=1[Cl:8].